The task is: Predict the product of the given reaction.. This data is from Forward reaction prediction with 1.9M reactions from USPTO patents (1976-2016). (1) Given the reactants [Cl:1]N1C(=O)CCC1=O.[NH2:9][C:10]1[S:11][CH:12]=[C:13]([C:15](=[O:21])[C:16]([O:18][CH2:19][CH3:20])=[O:17])[N:14]=1, predict the reaction product. The product is: [NH2:9][C:10]1[S:11][C:12]([Cl:1])=[C:13]([C:15](=[O:21])[C:16]([O:18][CH2:19][CH3:20])=[O:17])[N:14]=1. (2) Given the reactants [CH3:1][O:2][C:3]1[CH:8]=[CH:7][C:6]([CH2:9][C:10]([O:12]C)=[O:11])=[CH:5][C:4]=1[O:14][CH2:15][CH2:16][CH2:17][O:18][CH3:19].[OH-].[Na+], predict the reaction product. The product is: [CH3:1][O:2][C:3]1[CH:8]=[CH:7][C:6]([CH2:9][C:10]([OH:12])=[O:11])=[CH:5][C:4]=1[O:14][CH2:15][CH2:16][CH2:17][O:18][CH3:19]. (3) Given the reactants [OH:1][C:2]1[CH:26]=[CH:25][C:5]([C:6]([NH:8][CH2:9][C@H:10]([N:15]2[CH2:20][CH2:19][N:18]([S:21]([CH3:24])(=[O:23])=[O:22])[CH2:17][CH2:16]2)[C:11]([O:13][CH3:14])=[O:12])=[O:7])=[CH:4][CH:3]=1.Br[CH2:28][C:29]1[CH:34]=[CH:33][C:32]([O:35][CH3:36])=[CH:31][CH:30]=1, predict the reaction product. The product is: [CH3:24][S:21]([N:18]1[CH2:17][CH2:16][N:15]([C@@H:10]([CH2:9][NH:8][C:6](=[O:7])[C:5]2[CH:25]=[CH:26][C:2]([O:1][CH2:28][C:29]3[CH:34]=[CH:33][C:32]([O:35][CH3:36])=[CH:31][CH:30]=3)=[CH:3][CH:4]=2)[C:11]([O:13][CH3:14])=[O:12])[CH2:20][CH2:19]1)(=[O:23])=[O:22]. (4) The product is: [C:19]([C:23]1[CH:47]=[CH:46][C:26]([C:27]([NH:29][C:30]2[CH:35]=[CH:34][CH:33]=[C:32]([C:2]3[N:7]=[C:6]([NH:8][C:9]4[CH:16]=[CH:15][C:12]([CH:13]=[O:14])=[CH:11][CH:10]=4)[C:5](=[O:17])[N:4]([CH3:18])[CH:3]=3)[C:31]=2[CH3:45])=[O:28])=[CH:25][CH:24]=1)([CH3:22])([CH3:20])[CH3:21]. Given the reactants Br[C:2]1[N:7]=[C:6]([NH:8][C:9]2[CH:16]=[CH:15][C:12]([CH:13]=[O:14])=[CH:11][CH:10]=2)[C:5](=[O:17])[N:4]([CH3:18])[CH:3]=1.[C:19]([C:23]1[CH:47]=[CH:46][C:26]([C:27]([NH:29][C:30]2[CH:35]=[CH:34][CH:33]=[C:32](B3OC(C)(C)C(C)(C)O3)[C:31]=2[CH3:45])=[O:28])=[CH:25][CH:24]=1)([CH3:22])([CH3:21])[CH3:20].C(=O)([O-])[O-].[Na+].[Na+].COCCOC, predict the reaction product.